Dataset: Reaction yield outcomes from USPTO patents with 853,638 reactions. Task: Predict the reaction yield, written as a fraction of the theoretical maximum amount of product (1.0 means a 100% yield; for example, 0.34 means a 34% yield). (1) The reactants are C([O:8][C:9]1[CH:14]=[C:13](/[CH:15]=[CH:16]/[N+]([O-])=O)[C:12]([N+:20]([O-])=O)=[CH:11][C:10]=1[O:23][CH2:24][CH2:25][CH2:26][O:27][CH3:28])C1C=CC=CC=1. The catalyst is CO.[C].[Pd]. The product is [CH3:28][O:27][CH2:26][CH2:25][CH2:24][O:23][C:10]1[CH:11]=[C:12]2[C:13]([CH:15]=[CH:16][NH:20]2)=[CH:14][C:9]=1[OH:8]. The yield is 0.340. (2) The reactants are [C:1]1([C:7]#[C:8][C:9]2[CH:10]=[C:11]([C:23]([C:25]([C:27]3[CH:32]=[CH:31][CH:30]=[CH:29][CH:28]=3)=O)=O)[CH:12]=[C:13]([C:15]#[C:16][C:17]3[CH:22]=[CH:21][CH:20]=[CH:19][CH:18]=3)[CH:14]=2)[CH:6]=[CH:5][CH:4]=[CH:3][CH:2]=1.[CH3:33][CH:34]([OH:36])[CH3:35]. The catalyst is C1(C)C=CC=CC=1. The product is [C:1]1([C:7]#[C:8][C:9]2[CH:10]=[C:11]([C:23]3[C:25]([C:27]4[CH:32]=[CH:31][CH:30]=[CH:29][CH:28]=4)=[C:33]([C:9]4[CH:10]=[CH:11][CH:12]=[CH:13][CH:14]=4)[C:34](=[O:36])[C:35]=3[C:1]3[CH:6]=[CH:5][CH:4]=[CH:3][CH:2]=3)[CH:12]=[C:13]([C:15]#[C:16][C:17]3[CH:22]=[CH:21][CH:20]=[CH:19][CH:18]=3)[CH:14]=2)[CH:6]=[CH:5][CH:4]=[CH:3][CH:2]=1. The yield is 0.853. (3) The reactants are [Br:1][C:2]1[CH:7]=[C:6]([NH2:8])[C:5]([NH2:9])=[C:4]([N+:10]([O-:12])=[O:11])[CH:3]=1.[CH3:13][C:14](=O)CC(=O)C. The catalyst is CCO.Cl. The product is [Br:1][C:2]1[CH:3]=[C:4]([N+:10]([O-:12])=[O:11])[C:5]2[N:9]=[C:13]([CH3:14])[NH:8][C:6]=2[CH:7]=1. The yield is 0.900. (4) The reactants are [Br:1][C:2]1[CH:3]=[C:4]2[C:9](=[CH:10][CH:11]=1)/[C:8](=[N:12]\O)/[CH2:7][CH2:6][CH2:5]2.[O:14]=S(Cl)Cl. No catalyst specified. The product is [Br:1][C:2]1[CH:11]=[CH:10][C:9]2[C:8](=[O:14])[NH:12][CH2:7][CH2:6][CH2:5][C:4]=2[CH:3]=1. The yield is 0.290. (5) The reactants are [CH3:1][C@H:2]1[CH2:7][CH2:6][CH2:5][CH2:4][N:3]1[C@H:8]1[CH2:11][C@H:10]([C:12]2[S:13][C:14]3[CH:20]=[C:19]([C:21]([O:23]C)=[O:22])[CH:18]=[CH:17][C:15]=3[N:16]=2)[CH2:9]1.O.C[O-].[Na+]. The catalyst is CO. The product is [CH3:1][C@H:2]1[CH2:7][CH2:6][CH2:5][CH2:4][N:3]1[C@H:8]1[CH2:9][C@H:10]([C:12]2[S:13][C:14]3[CH:20]=[C:19]([C:21]([OH:23])=[O:22])[CH:18]=[CH:17][C:15]=3[N:16]=2)[CH2:11]1. The yield is 1.00. (6) The reactants are [CH3:1][O:2][C:3]1[C:8]2[C:9](=[O:13])O[CH:11]=[N:12][C:7]=2[CH:6]=[C:5]([O:14][CH3:15])[CH:4]=1.[CH3:16][O:17][C:18]1[CH:23]=[CH:22][C:21]([NH2:24])=[CH:20][CH:19]=1. The catalyst is C1(C)C(C)=CC=CC=1. The product is [CH3:1][O:2][C:3]1[CH:4]=[C:5]([O:14][CH3:15])[CH:6]=[C:7]2[C:8]=1[C:9](=[O:13])[N:24]([C:21]1[CH:22]=[CH:23][C:18]([O:17][CH3:16])=[CH:19][CH:20]=1)[CH:11]=[N:12]2. The yield is 0.400.